Task: Predict the product of the given reaction.. Dataset: Forward reaction prediction with 1.9M reactions from USPTO patents (1976-2016) (1) The product is: [O:20]1[C:29]2[C:24](=[CH:25][CH:26]=[CH:27][C:28]=2[N:30]2[CH2:35][CH2:34][N:33]([CH2:16][CH2:15][CH2:14][CH2:13][O:12][C:8]3[N:9]=[C:10]4[C:5]([CH:4]=[CH:3][C:2](=[O:1])[NH:11]4)=[CH:6][CH:7]=3)[CH2:32][CH2:31]2)[CH2:23][CH2:22][CH2:21]1. Given the reactants [O:1]=[C:2]1[NH:11][C:10]2[N:9]=[C:8]([O:12][CH2:13][CH2:14][CH2:15][CH:16]=O)[CH:7]=[CH:6][C:5]=2[CH:4]=[CH:3]1.Cl.Cl.[O:20]1[C:29]2[C:24](=[CH:25][CH:26]=[CH:27][C:28]=2[N:30]2[CH2:35][CH2:34][NH:33][CH2:32][CH2:31]2)[CH2:23][CH2:22][CH2:21]1.CCN(CC)CC.[BH-](OC(C)=O)(OC(C)=O)OC(C)=O.[Na+], predict the reaction product. (2) Given the reactants C(OC([N:8]1[CH2:12][CH:11]([F:13])[CH2:10][CH:9]1[CH2:14][O:15][C:16]1[CH:26]=[CH:25][C:19]([C:20]([O:22][CH2:23][CH3:24])=[O:21])=[CH:18][C:17]=1[O:27][CH3:28])=O)(C)(C)C.C(O)(C(F)(F)F)=O, predict the reaction product. The product is: [F:13][CH:11]1[CH2:12][NH:8][CH:9]([CH2:14][O:15][C:16]2[CH:26]=[CH:25][C:19]([C:20]([O:22][CH2:23][CH3:24])=[O:21])=[CH:18][C:17]=2[O:27][CH3:28])[CH2:10]1. (3) Given the reactants [CH:1]([C@@H:14]1[CH2:20][C@@H:19]2[C@@H:17]([O:18]2)[CH2:16][O:15]1)([C:8]1[CH:13]=[CH:12][CH:11]=[CH:10][CH:9]=1)[C:2]1[CH:7]=[CH:6][CH:5]=[CH:4][CH:3]=1.[CH3:21][O:22][C:23]1[CH:30]=[C:29]([O:31][CH3:32])[CH:28]=[CH:27][C:24]=1[CH2:25][NH2:26], predict the reaction product. The product is: [CH:1]([C@@H:14]1[CH2:20][C@@H:19]([OH:18])[C@H:17]([NH:26][CH2:25][C:24]2[CH:27]=[CH:28][C:29]([O:31][CH3:32])=[CH:30][C:23]=2[O:22][CH3:21])[CH2:16][O:15]1)([C:8]1[CH:13]=[CH:12][CH:11]=[CH:10][CH:9]=1)[C:2]1[CH:3]=[CH:4][CH:5]=[CH:6][CH:7]=1. (4) Given the reactants [Cl:1][C:2]1[CH:10]=[CH:9][C:5]([C:6]([OH:8])=[O:7])=[CH:4][CH:3]=1.OS(O)(=O)=O.[CH3:16]O, predict the reaction product. The product is: [Cl:1][C:2]1[CH:10]=[CH:9][C:5]([C:6]([O:8][CH3:16])=[O:7])=[CH:4][CH:3]=1. (5) Given the reactants Cl[C:2]1[C:6]2[CH:7]=[CH:8][CH:9]=[CH:10][C:5]=2[S:4](=[O:12])(=[O:11])[N:3]=1.Cl.Cl.[NH2:15][CH:16]([CH2:29][CH:30]1[CH2:35][CH2:34][CH2:33][CH2:32][CH2:31]1)[C:17]([NH:19][C:20]1([C:27]#[N:28])[CH2:25][CH2:24][N:23]([CH3:26])[CH2:22][CH2:21]1)=[O:18].C(N(CC)CC)C, predict the reaction product. The product is: [C:27]([C:20]1([NH:19][C:17](=[O:18])[CH:16]([NH:15][C:2]2[C:6]3[CH:7]=[CH:8][CH:9]=[CH:10][C:5]=3[S:4](=[O:12])(=[O:11])[N:3]=2)[CH2:29][CH:30]2[CH2:31][CH2:32][CH2:33][CH2:34][CH2:35]2)[CH2:21][CH2:22][N:23]([CH3:26])[CH2:24][CH2:25]1)#[N:28]. (6) The product is: [CH:1]([N:4]1[C:12]2[CH:11]=[C:10]([NH:13][C:14]3[CH:19]=[CH:18][N:17]=[C:16]([C:20]4[S:24][C:23]([N:25]([CH3:26])[C:28](=[O:31])[CH3:29])=[N:22][CH:21]=4)[N:15]=3)[N:9]=[CH:8][C:7]=2[N:6]=[C:5]1[CH3:27])([CH3:3])[CH3:2]. Given the reactants [CH:1]([N:4]1[C:12]2[CH:11]=[C:10]([NH:13][C:14]3[CH:19]=[CH:18][N:17]=[C:16]([C:20]4[S:24][C:23]([NH:25][CH3:26])=[N:22][CH:21]=4)[N:15]=3)[N:9]=[CH:8][C:7]=2[N:6]=[C:5]1[CH3:27])([CH3:3])[CH3:2].[C:28]([OH:31])(=O)[CH3:29].C(N(CC)C(C)C)(C)C.F[P-](F)(F)(F)(F)F.CN(C(N(C)C)=[N+]1C2C(=NC=CC=2)[N+]([O-])=N1)C, predict the reaction product. (7) Given the reactants C1([C:7]([C:18]2[CH:23]=[CH:22][CH:21]=[CH:20][CH:19]=2)([O:13][Si](C)(C)C)[C@@H]2CCCN2)C=CC=CC=1.[CH:24](=[O:27])CC.[C:28]([O:32][C:33](=[O:35])[NH2:34])([CH3:31])([CH3:30])[CH3:29], predict the reaction product. The product is: [C:28]([O:32][C:33](=[O:35])[NH:34][C@H:21]([C:22]1[O:13][CH:7]=[CH:18][CH:23]=1)[C@@H:20]([CH3:19])[CH:24]=[O:27])([CH3:31])([CH3:30])[CH3:29]. (8) The product is: [CH:3]([S:6]([N:9]1[C:13]2[CH:14]=[C:15]([C:18]3[N:22]([CH:23]4[CH2:24][CH2:25]4)[C:21]([Br:1])=[N:20][C:19]=3[C:26]3[CH:31]=[CH:30][CH:29]=[CH:28][C:27]=3[F:32])[CH:16]=[CH:17][C:12]=2[N:11]=[C:10]1[NH2:33])(=[O:8])=[O:7])([CH3:5])[CH3:4]. Given the reactants [Br:1]Br.[CH:3]([S:6]([N:9]1[C:13]2[CH:14]=[C:15]([C:18]3[N:22]([CH:23]4[CH2:25][CH2:24]4)[CH:21]=[N:20][C:19]=3[C:26]3[CH:31]=[CH:30][CH:29]=[CH:28][C:27]=3[F:32])[CH:16]=[CH:17][C:12]=2[N:11]=[C:10]1[NH2:33])(=[O:8])=[O:7])([CH3:5])[CH3:4], predict the reaction product. (9) The product is: [ClH:1].[Cl:1][C:2]1[CH:7]=[CH:6][CH:5]=[CH:4][C:3]=1[C:8]1[C:18]2[O:17][CH2:16][CH2:15][NH:14][CH2:13][C:12]=2[CH:11]=[CH:10][CH:9]=1. Given the reactants [Cl:1][C:2]1[CH:7]=[CH:6][CH:5]=[CH:4][C:3]=1[C:8]1[C:18]2[O:17][CH2:16][CH2:15][N:14](C(OC(C)(C)C)=O)[CH2:13][C:12]=2[CH:11]=[CH:10][CH:9]=1.C(OCC)(=O)C.Cl, predict the reaction product. (10) Given the reactants N[CH2:2][C:3]1[S:4][CH:5]=[CH:6][N:7]=1.[F:8][C:9]1[CH:16]=[CH:15][C:12]([CH:13]=O)=[CH:11][CH:10]=1.[BH3-][C:18]#[N:19].[Na+], predict the reaction product. The product is: [F:8][C:9]1[CH:16]=[CH:15][C:12]([CH2:13][N:19]([CH2:18][C:12]2[CH:15]=[CH:16][C:9]([F:8])=[CH:10][CH:11]=2)[CH2:2][C:3]2[S:4][CH:5]=[CH:6][N:7]=2)=[CH:11][CH:10]=1.